The task is: Predict the product of the given reaction.. This data is from Forward reaction prediction with 1.9M reactions from USPTO patents (1976-2016). (1) The product is: [Cl:22][C:10]1[C:11]2[N:15]=[N:14][N:13]([CH2:16][CH:17]3[CH2:19][CH2:18]3)[C:12]=2[CH:20]=[CH:21][C:9]=1[O:8][C:3]1[C:2]([C:29]([OH:30])([CH3:31])[CH3:28])=[CH:7][CH:6]=[CH:5][N:4]=1. Given the reactants Br[C:2]1[C:3]([O:8][C:9]2[CH:21]=[CH:20][C:12]3[N:13]([CH2:16][CH:17]4[CH2:19][CH2:18]4)[N:14]=[N:15][C:11]=3[C:10]=2[Cl:22])=[N:4][CH:5]=[CH:6][CH:7]=1.C([Li])CCC.[CH3:28][C:29]([CH3:31])=[O:30].O, predict the reaction product. (2) Given the reactants [H-].[Na+].[F:3][C:4]([F:21])([C:17]([F:20])([F:19])[F:18])[CH2:5][CH2:6][CH2:7][CH:8]([C:13]([O:15][CH3:16])=[O:14])[C:9]([O:11][CH3:12])=[O:10].I[CH2:23][CH2:24][CH2:25][CH2:26][CH2:27][CH2:28][CH2:29][CH2:30][C@@H:31]1[C:40]2[C:35](=[CH:36][C:37]([O:41][CH3:42])=[CH:38][CH:39]=2)[S:34][CH2:33][C@@:32]1([C:44]1[CH:49]=[CH:48][C:47]([O:50][CH3:51])=[CH:46][CH:45]=1)[CH3:43].O, predict the reaction product. The product is: [CH3:42][O:41][C:37]1[CH:36]=[C:35]2[C:40]([C@@H:31]([CH2:30][CH2:29][CH2:28][CH2:27][CH2:26][CH2:25][CH2:24][CH2:23][C:8]([CH2:7][CH2:6][CH2:5][C:4]([F:21])([F:3])[C:17]([F:18])([F:19])[F:20])([C:9]([O:11][CH3:12])=[O:10])[C:13]([O:15][CH3:16])=[O:14])[C@:32]([C:44]3[CH:45]=[CH:46][C:47]([O:50][CH3:51])=[CH:48][CH:49]=3)([CH3:43])[CH2:33][S:34]2)=[CH:39][CH:38]=1. (3) Given the reactants [F:1][C:2]1[CH:7]=[CH:6][C:5]([C:8]2[S:12][C:11]([CH3:13])=[N:10][C:9]=2[C:14]([N:16]2[CH2:21][CH2:20][CH2:19][C@@H:18]([CH3:22])[C@H:17]2[CH2:23][N:24]2C(=O)C3C(=CC=CC=3)C2=O)=[O:15])=[CH:4][CH:3]=1.O.NN, predict the reaction product. The product is: [NH2:24][CH2:23][C@@H:17]1[C@H:18]([CH3:22])[CH2:19][CH2:20][CH2:21][N:16]1[C:14]([C:9]1[N:10]=[C:11]([CH3:13])[S:12][C:8]=1[C:5]1[CH:4]=[CH:3][C:2]([F:1])=[CH:7][CH:6]=1)=[O:15]. (4) Given the reactants Br[C:2]1[C:3]([CH3:10])=[CH:4][C:5]([F:9])=[C:6]([NH2:8])[CH:7]=1.[B:11]1([B:11]2[O:15][C:14]([CH3:17])([CH3:16])[C:13]([CH3:19])([CH3:18])[O:12]2)[O:15][C:14]([CH3:17])([CH3:16])[C:13]([CH3:19])([CH3:18])[O:12]1.CC([O-])=O.[K+].C1NC2C(N(C3C=CC(Cl)=CC=3)C(=S)C=2C(C2C=CC3C(=CC=CC=3)C=2)=NC1)=O, predict the reaction product. The product is: [F:9][C:5]1[CH:4]=[C:3]([CH3:10])[C:2]([B:11]2[O:15][C:14]([CH3:17])([CH3:16])[C:13]([CH3:19])([CH3:18])[O:12]2)=[CH:7][C:6]=1[NH2:8]. (5) Given the reactants [Cl:1][C:2]1[CH:28]=[CH:27][C:5]([CH2:6][NH:7][C:8]([C:10]2[C:11]([OH:26])=[C:12]3[CH:18]=[C:17]([CH2:19][N:20]4[CH2:25][CH2:24][O:23][CH2:22][CH2:21]4)[S:16][C:13]3=[N:14][CH:15]=2)=[O:9])=[CH:4][CH:3]=1.C(=O)([O-])[O-].[K+].[K+].[CH2:35](Br)[CH:36]1[O:40][CH2:39][CH2:38][CH2:37]1.O, predict the reaction product. The product is: [Cl:1][C:2]1[CH:28]=[CH:27][C:5]([CH2:6][NH:7][C:8]([C:10]2[C:11](=[O:26])[C:12]3[CH:18]=[C:17]([CH2:19][N:20]4[CH2:21][CH2:22][O:23][CH2:24][CH2:25]4)[S:16][C:13]=3[N:14]([CH2:35][CH:36]3[CH2:37][CH2:38][CH2:39][O:40]3)[CH:15]=2)=[O:9])=[CH:4][CH:3]=1. (6) Given the reactants C([O-])([O-])=O.[Na+].[Na+].FC(F)(F)C([NH:11][C:12]1[CH:17]=[CH:16][N:15]2[N:18]=[CH:19][C:20]([CH:21]=[N:22][N:23]([CH3:37])[S:24]([C:27]3[CH:32]=[C:31]([N+:33]([O-:35])=[O:34])[CH:30]=[CH:29][C:28]=3[CH3:36])(=[O:26])=[O:25])=[C:14]2[CH:13]=1)=O, predict the reaction product. The product is: [NH2:11][C:12]1[CH:17]=[CH:16][N:15]2[N:18]=[CH:19][C:20]([CH:21]=[N:22][N:23]([CH3:37])[S:24]([C:27]3[CH:32]=[C:31]([N+:33]([O-:35])=[O:34])[CH:30]=[CH:29][C:28]=3[CH3:36])(=[O:25])=[O:26])=[C:14]2[CH:13]=1. (7) Given the reactants [NH2:1][C:2]1[C:3]([C:25]#[N:26])=[C:4]([CH:22]=[CH:23][CH:24]=1)[O:5][CH2:6][C@H:7]1[CH2:11][CH2:10][CH2:9][N:8]1C(OCC1C=CC=CC=1)=O.O=[C:28]([CH3:35])[CH2:29][C:30]([O:32][CH2:33][CH3:34])=[O:31], predict the reaction product. The product is: [NH2:26][C:25]1[C:3]2[C:2](=[CH:24][CH:23]=[CH:22][C:4]=2[O:5][CH2:6][C@H:7]2[CH2:11][CH2:10][CH2:9][NH:8]2)[N:1]=[C:28]([CH3:35])[C:29]=1[C:30]([O:32][CH2:33][CH3:34])=[O:31].